This data is from Forward reaction prediction with 1.9M reactions from USPTO patents (1976-2016). The task is: Predict the product of the given reaction. (1) The product is: [NH2:16][C:3]1[C:4](=[O:15])[NH:5][C:6](=[S:14])[N:7]([CH2:8][C:9]2[CH:13]=[CH:12][NH:11][N:10]=2)[C:2]=1[NH2:1]. Given the reactants [NH2:1][C:2]1[N:7]([CH2:8][C:9]2[CH:13]=[CH:12][NH:11][N:10]=2)[C:6](=[S:14])[NH:5][C:4](=[O:15])[CH:3]=1.[N:16]([O-])=O.[Na+].S(S([O-])=O)([O-])=O.[Na+].[Na+], predict the reaction product. (2) Given the reactants C([O:8][C:9]1[C:17]2[N:16]=[C:15]([CH3:18])[N:14]([CH3:19])[C:13]=2[CH:12]=[C:11]([C:20]([O:22][CH3:23])=[O:21])[CH:10]=1)C1C=CC=CC=1, predict the reaction product. The product is: [OH:8][C:9]1[C:17]2[N:16]=[C:15]([CH3:18])[N:14]([CH3:19])[C:13]=2[CH:12]=[C:11]([C:20]([O:22][CH3:23])=[O:21])[CH:10]=1. (3) Given the reactants [CH3:1][C:2]1[C:11]2[C:6](=[CH:7][C:8]([O:13][CH3:14])=[C:9]([OH:12])[CH:10]=2)[CH2:5][CH2:4][N:3]=1.C([CH:17](Br)[C:18](=O)[C:19]([O-:21])=[O:20])C.[CH3:24][CH2:25]O, predict the reaction product. The product is: [OH:12][C:9]1[CH:10]=[C:11]2[C:6]([CH2:5][CH2:4][N:3]3[CH:17]=[C:18]([C:19]([O:21][CH2:24][CH3:25])=[O:20])[CH:1]=[C:2]32)=[CH:7][C:8]=1[O:13][CH3:14]. (4) Given the reactants [CH2:1]([S:8]([NH:11][C:12]([CH:14]1[CH2:17][N:16](C(OC(C)(C)C)=O)[CH2:15]1)=[O:13])(=[O:10])=[O:9])[C:2]1[CH:7]=[CH:6][CH:5]=[CH:4][CH:3]=1.C(O)(C(F)(F)F)=O, predict the reaction product. The product is: [CH2:1]([S:8]([NH:11][C:12]([CH:14]1[CH2:15][NH:16][CH2:17]1)=[O:13])(=[O:9])=[O:10])[C:2]1[CH:3]=[CH:4][CH:5]=[CH:6][CH:7]=1. (5) Given the reactants O[Li].O.[CH2:4]([O:6][C:7](=[N:9][O:10][C:11]1[CH:16]=[CH:15][C:14]([C:17]([O:19]CC2C=CC=CC=2)=[O:18])=[CH:13][CH:12]=1)[CH3:8])[CH3:5].C1COCC1.CO.O, predict the reaction product. The product is: [CH2:4]([O:6][C:7](=[N:9][O:10][C:11]1[CH:16]=[CH:15][C:14]([C:17]([OH:19])=[O:18])=[CH:13][CH:12]=1)[CH3:8])[CH3:5]. (6) Given the reactants Br[C:2]1[CH:7]=[CH:6][C:5]([Cl:8])=[CH:4][C:3]=1/[CH:9]=[CH:10]\[C:11]1[CH:16]=[CH:15][CH:14]=[CH:13][C:12]=1Br.[Li].CN(CCN(C)C)C.[CH3:27][Sn:28](Cl)(Cl)[CH3:29], predict the reaction product. The product is: [Cl:8][C:5]1[CH:6]=[CH:7][C:2]2[Sn:28]([CH3:29])([CH3:27])[C:12]3[CH:13]=[CH:14][CH:15]=[CH:16][C:11]=3[CH:10]=[CH:9][C:3]=2[CH:4]=1.